From a dataset of Forward reaction prediction with 1.9M reactions from USPTO patents (1976-2016). Predict the product of the given reaction. (1) Given the reactants [C:1]([O:5][C:6]([N:8]1[CH2:13][CH2:12][CH2:11][CH2:10][C:9]1=O)=[O:7])([CH3:4])([CH3:3])[CH3:2].[NH2:15][C@H:16]([C:24]([NH2:26])=[O:25])[CH2:17][C:18]1[CH:23]=[CH:22][CH:21]=[CH:20][CH:19]=1, predict the reaction product. The product is: [CH2:17]([CH:16]1[NH:15][C:11]2([CH2:12][CH2:13][N:8]([C:6]([O:5][C:1]([CH3:4])([CH3:3])[CH3:2])=[O:7])[CH2:9][CH2:10]2)[NH:26][C:24]1=[O:25])[C:18]1[CH:23]=[CH:22][CH:21]=[CH:20][CH:19]=1. (2) Given the reactants Cl.Cl.NC1NC2[NH:7][CH2:8][CH:9]([CH:15](O)[CH:16](O)[CH3:17])[NH:10]C=2C(=O)N=1.[N:20]([O-])=O.N[C:24]1[C:33](N)=[CH:32][C:32]2[C:26](=[CH:26][CH:25]=[CH:24][CH:33]=2)[CH:25]=1, predict the reaction product. The product is: [NH:7]1[C:8]2[C:26]3[C:17]([CH:16]=[CH:15][C:9]=2[N:10]=[N:20]1)=[CH:32][CH:33]=[CH:24][CH:25]=3. (3) Given the reactants [Br:1][C:2]1[CH:3]=[C:4]([C:17]([CH3:20])([CH3:19])[CH3:18])[C:5]([O:15]C)=[C:6]([N:8]2CCC(O)CC2)[CH:7]=1.C([Sn](CCCC)(CCCC)C([O:28]CC)=C)CCC.[F-].[Cs+].BrN1C(=O)CCC1=O.[OH2:49], predict the reaction product. The product is: [Br:1][C:2]1[CH:7]=[C:6]([N+:8]([O-:28])=[O:49])[C:5]([OH:15])=[C:4]([C:17]([CH3:20])([CH3:19])[CH3:18])[CH:3]=1. (4) Given the reactants [OH-].[Li+].[CH3:3][O:4][C:5]1[CH:6]=[C:7]([CH:10]=[CH:11][C:12]=1[N:13]1[CH:17]=[C:16]([CH3:18])[N:15]=[CH:14]1)[CH:8]=O.C(OP([CH:27]1[C:33](=[O:34])[N:32]2[C@@H:35]([C:38]3[CH:43]=[CH:42][C:41]([F:44])=[C:40]([F:45])[CH:39]=3)[CH2:36][CH2:37][C@H:31]2[CH2:30][CH2:29][CH2:28]1)(=O)OCC)C, predict the reaction product. The product is: [F:45][C:40]1[CH:39]=[C:38]([C@@H:35]2[N:32]3[C:33](=[O:34])/[C:27](=[CH:8]/[C:7]4[CH:10]=[CH:11][C:12]([N:13]5[CH:17]=[C:16]([CH3:18])[N:15]=[CH:14]5)=[C:5]([O:4][CH3:3])[CH:6]=4)/[CH2:28][CH2:29][CH2:30][C@@H:31]3[CH2:37][CH2:36]2)[CH:43]=[CH:42][C:41]=1[F:44]. (5) Given the reactants C(N[CH:5]([CH3:7])[CH3:6])(C)C.[Li]CCCC.[CH2:13]=[C:14]1[CH2:18][CH2:17][CH:16]([C:19]([O:21][CH3:22])=[O:20])[CH2:15]1.C(Br)(C)C, predict the reaction product. The product is: [CH2:13]=[C:14]1[CH2:18][CH2:17][C:16]([CH:5]([CH3:6])[CH3:7])([C:19]([O:21][CH3:22])=[O:20])[CH2:15]1.